From a dataset of Peptide-MHC class II binding affinity with 134,281 pairs from IEDB. Regression. Given a peptide amino acid sequence and an MHC pseudo amino acid sequence, predict their binding affinity value. This is MHC class II binding data. (1) The peptide sequence is CDASILIDPLSNQSA. The MHC is DRB1_0404 with pseudo-sequence DRB1_0404. The binding affinity (normalized) is 0.728. (2) The peptide sequence is EHAFYLDWAVHSFRI. The MHC is DRB1_0401 with pseudo-sequence DRB1_0401. The binding affinity (normalized) is 0.643. (3) The peptide sequence is AARLLSIRAMSTKFS. The MHC is DRB3_0101 with pseudo-sequence DRB3_0101. The binding affinity (normalized) is 0.627. (4) The peptide sequence is WVFSSVQPPKVPILL. The MHC is DRB4_0101 with pseudo-sequence DRB4_0103. The binding affinity (normalized) is 0.321. (5) The peptide sequence is LKLFMALVAFLRFLT. The MHC is DRB1_1101 with pseudo-sequence DRB1_1101. The binding affinity (normalized) is 0.497. (6) The peptide sequence is ESNSEAIADKLDKSY. The MHC is DRB1_0101 with pseudo-sequence DRB1_0101. The binding affinity (normalized) is 0.168. (7) The peptide sequence is LENDNQLLYNYPGAL. The MHC is HLA-DQA10102-DQB10602 with pseudo-sequence HLA-DQA10102-DQB10602. The binding affinity (normalized) is 0.593. (8) The peptide sequence is PYLGYCALLPLLTEE. The MHC is DRB1_0802 with pseudo-sequence DRB1_0802. The binding affinity (normalized) is 0.592.